This data is from Peptide-MHC class I binding affinity with 185,985 pairs from IEDB/IMGT. The task is: Regression. Given a peptide amino acid sequence and an MHC pseudo amino acid sequence, predict their binding affinity value. This is MHC class I binding data. (1) The peptide sequence is RPRRASSPF. The MHC is HLA-B38:01 with pseudo-sequence HLA-B38:01. The binding affinity (normalized) is 0.0847. (2) The peptide sequence is AVRHFPRIW. The MHC is HLA-A23:01 with pseudo-sequence HLA-A23:01. The binding affinity (normalized) is 0. (3) The peptide sequence is FLTSVINRV. The MHC is HLA-A30:01 with pseudo-sequence HLA-A30:01. The binding affinity (normalized) is 0.